This data is from Reaction yield outcomes from USPTO patents with 853,638 reactions. The task is: Predict the reaction yield, written as a fraction of the theoretical maximum amount of product (1.0 means a 100% yield; for example, 0.34 means a 34% yield). The reactants are S(=O)(=O)(O)O.[CH3:6][S:7]([N:10]1[CH2:15][CH2:14][N:13]([C@@H:16]([CH2:21][NH:22][C:23](=[O:37])[C:24]2[CH:29]=[CH:28][C:27]([O:30]COCCOC)=[CH:26][CH:25]=2)[C:17]([O:19][CH3:20])=[O:18])[CH2:12][CH2:11]1)(=[O:9])=[O:8].C(=O)([O-])O.[Na+]. The catalyst is O1CCCC1.CO. The product is [OH:30][C:27]1[CH:28]=[CH:29][C:24]([C:23]([NH:22][CH2:21][C@H:16]([N:13]2[CH2:12][CH2:11][N:10]([S:7]([CH3:6])(=[O:9])=[O:8])[CH2:15][CH2:14]2)[C:17]([O:19][CH3:20])=[O:18])=[O:37])=[CH:25][CH:26]=1. The yield is 0.850.